From a dataset of Full USPTO retrosynthesis dataset with 1.9M reactions from patents (1976-2016). Predict the reactants needed to synthesize the given product. (1) The reactants are: [Cl:1][C:2]1[N:7]=[N:6]C(C#N)=CC=1.[CH3:10][Mg]Br.[CH2:13]1[CH2:17][O:16][CH2:15][CH2:14]1. Given the product [Cl:1][C:2]1[N:7]=[N:6][C:13]([C:17](=[O:16])[CH3:10])=[CH:14][CH:15]=1, predict the reactants needed to synthesize it. (2) Given the product [CH3:1][C:2]([CH3:24])([CH3:23])[CH2:3][N:4]1[CH2:5][CH2:6][N:7]([C:10]2[CH:15]=[CH:14][C:13]([NH2:16])=[CH:12][C:11]=2[C:19]([F:22])([F:20])[F:21])[CH2:8][CH2:9]1, predict the reactants needed to synthesize it. The reactants are: [CH3:1][C:2]([CH3:24])([CH3:23])[CH2:3][N:4]1[CH2:9][CH2:8][N:7]([C:10]2[CH:15]=[CH:14][C:13]([N+:16]([O-])=O)=[CH:12][C:11]=2[C:19]([F:22])([F:21])[F:20])[CH2:6][CH2:5]1. (3) Given the product [Cl:1][C:2]1[N:3]=[CH:4][C:5]([CH2:8][NH:21][CH2:20][CH:19]([O:22][CH3:23])[O:18][CH3:17])=[CH:6][CH:7]=1, predict the reactants needed to synthesize it. The reactants are: [Cl:1][C:2]1[CH:7]=[CH:6][C:5]([CH2:8]Cl)=[CH:4][N:3]=1.C(N(CC)CC)C.[CH3:17][O:18][CH:19]([O:22][CH3:23])[CH2:20][NH2:21]. (4) Given the product [Cl:22][C:3]1[CH:4]=[CH:5][C:6]2[CH2:7][CH2:8][N:9]([C:13](=[O:18])[C:14]([F:17])([F:15])[F:16])[CH2:10][CH2:11][C:12]=2[C:2]=1[OH:1], predict the reactants needed to synthesize it. The reactants are: [OH:1][C:2]1[C:12]2[CH2:11][CH2:10][N:9]([C:13](=[O:18])[C:14]([F:17])([F:16])[F:15])[CH2:8][CH2:7][C:6]=2[CH:5]=[CH:4][CH:3]=1.S(Cl)([Cl:22])(=O)=O.Cl.